From a dataset of Full USPTO retrosynthesis dataset with 1.9M reactions from patents (1976-2016). Predict the reactants needed to synthesize the given product. (1) Given the product [NH2:2][C:3]1[C:4]2[C:14]([O:15][CH2:16][C@H:17]3[CH2:22][CH2:21][CH2:20][CH2:19][N:18]3[C:27]([C:26]3[CH:30]=[C:31]([CH3:33])[N:32]=[C:24]([OH:23])[CH:25]=3)=[O:28])=[CH:13][CH:12]=[CH:11][C:5]=2[NH:6][S:7](=[O:9])(=[O:10])[N:8]=1, predict the reactants needed to synthesize it. The reactants are: Cl.[NH2:2][C:3]1[C:4]2[C:14]([O:15][CH2:16][C@H:17]3[CH2:22][CH2:21][CH2:20][CH2:19][NH2+:18]3)=[CH:13][CH:12]=[CH:11][C:5]=2[NH:6][S:7](=[O:10])(=[O:9])[N:8]=1.[OH:23][C:24]1[CH:25]=[C:26]([CH:30]=[C:31]([CH3:33])[N:32]=1)[C:27](O)=[O:28]. (2) Given the product [NH2:14][C:11]1[CH:10]=[CH:9][C:8]([N:2]([CH3:1])[C:3](=[O:7])[CH2:4][CH2:5][CH3:6])=[CH:13][CH:12]=1, predict the reactants needed to synthesize it. The reactants are: [CH3:1][N:2]([C:8]1[CH:13]=[CH:12][C:11]([N+:14]([O-])=O)=[CH:10][CH:9]=1)[C:3](=[O:7])[CH2:4][CH2:5][CH3:6]. (3) Given the product [CH:24]([O:26][S:22][C:16]1[CH:21]=[CH:20][CH:19]=[CH:18][CH:17]=1)=[O:25], predict the reactants needed to synthesize it. The reactants are: C12C(C)(C)C1CCC(C)=C2.CN(C=O)C.[C:16]1([S:22]Cl)[CH:21]=[CH:20][CH:19]=[CH:18][CH:17]=1.[C:24]([O-])([O-:26])=[O:25].[Na+].[Na+]. (4) Given the product [C:1]([O:5][C@@H:6]([C:10]1[C:19]([CH3:20])=[CH:18][C:17]2[C:12](=[CH:13][CH:14]=[CH:15][CH:16]=2)[C:11]=1[C:29]1[CH:28]=[N:27][C:36]2[C:31]([CH:30]=1)=[CH:32][CH:33]=[CH:34][CH:35]=2)[C:7]([OH:9])=[O:8])([CH3:4])([CH3:3])[CH3:2], predict the reactants needed to synthesize it. The reactants are: [C:1]([O:5][C@@H:6]([C:10]1[C:19]([CH3:20])=[CH:18][C:17]2[C:12](=[CH:13][CH:14]=[CH:15][CH:16]=2)[C:11]=1C1CCCCC=1)[C:7]([OH:9])=[O:8])([CH3:4])([CH3:3])[CH3:2].[N:27]1[C:36]2[C:31](=[CH:32][CH:33]=[CH:34][CH:35]=2)[CH:30]=[C:29](B(O)O)[CH:28]=1.